From a dataset of Forward reaction prediction with 1.9M reactions from USPTO patents (1976-2016). Predict the product of the given reaction. (1) Given the reactants [CH:1]([O:6]C)(OC)[O:2][CH3:3].C([C:11]1[CH:16]=[CH:15][C:14]([S:17]([NH2:20])(=[O:19])=[O:18])=[CH:13][CH:12]=1)(O)=O, predict the reaction product. The product is: [CH3:3][O:2][C:1]([C:11]1[CH:16]=[CH:15][C:14]([S:17]([NH2:20])(=[O:19])=[O:18])=[CH:13][CH:12]=1)=[O:6]. (2) Given the reactants C([O:8][C:9]1[CH:14]=[CH:13][C:12]([CH:15]([OH:36])[CH2:16][NH:17][C:18]([CH3:35])([CH3:34])[CH2:19][CH2:20][N:21]2[CH:25]=[N:24][C:23]([C:26]3[CH:31]=[CH:30][C:29]([O:32][CH3:33])=[CH:28][CH:27]=3)=[N:22]2)=[CH:11][C:10]=1[CH2:37][OH:38])C1C=CC=CC=1, predict the reaction product. The product is: [OH:36][CH:15]([C:12]1[CH:13]=[CH:14][C:9]([OH:8])=[C:10]([CH2:37][OH:38])[CH:11]=1)[CH2:16][NH:17][C:18]([CH3:35])([CH3:34])[CH2:19][CH2:20][N:21]1[CH:25]=[N:24][C:23]([C:26]2[CH:27]=[CH:28][C:29]([O:32][CH3:33])=[CH:30][CH:31]=2)=[N:22]1.